Predict the reaction yield, written as a fraction of the theoretical maximum amount of product (1.0 means a 100% yield; for example, 0.34 means a 34% yield). From a dataset of Reaction yield outcomes from USPTO patents with 853,638 reactions. (1) The reactants are [F:1][C:2]1[CH:23]=[C:22]([N+:24]([O-])=O)[CH:21]=[CH:20][C:3]=1[O:4][C:5]1[C:6]2[NH:13][C:12]([C:14]3[CH:19]=[CH:18][CH:17]=[CH:16][CH:15]=3)=[CH:11][C:7]=2[N:8]=[CH:9][N:10]=1. The catalyst is C(O)(=O)C.[Fe]. The yield is 0.400. The product is [F:1][C:2]1[CH:23]=[C:22]([NH2:24])[CH:21]=[CH:20][C:3]=1[O:4][C:5]1[C:6]2[NH:13][C:12]([C:14]3[CH:19]=[CH:18][CH:17]=[CH:16][CH:15]=3)=[CH:11][C:7]=2[N:8]=[CH:9][N:10]=1. (2) The reactants are [CH2:1]([N:3]1[C:15]2[CH:14]=[CH:13][C:12]([NH2:16])=[CH:11][C:10]=2[C:9]2[C:4]1=[CH:5][CH:6]=[CH:7][CH:8]=2)[CH3:2].[C:17]([C:19]1[CH:24]=[CH:23][CH:22]=[CH:21][C:20]=1[NH:25][C:26](=[O:34])[CH2:27][CH:28]([CH3:33])[CH2:29][C:30](O)=[O:31])#[N:18].C1C=CC2N(O)N=NC=2C=1.CCN=C=NCCCN(C)C.C(=O)([O-])O.[Na+]. The catalyst is CN(C=O)C.C(OCC)(=O)C. The product is [C:17]([C:19]1[CH:24]=[CH:23][CH:22]=[CH:21][C:20]=1[NH:25][C:26](=[O:34])[CH2:27][CH:28]([CH3:33])[CH2:29][C:30]([NH:16][C:12]1[CH:13]=[CH:14][C:15]2[N:3]([CH2:1][CH3:2])[C:4]3[C:9]([C:10]=2[CH:11]=1)=[CH:8][CH:7]=[CH:6][CH:5]=3)=[O:31])#[N:18]. The yield is 0.404. (3) The reactants are [CH3:1][N:2]1[CH:6]=[CH:5][CH:4]=[CH:3]1.CN(CCN(C)C)C.[Li]CCCC.[Sn](Cl)(C)(C)C.Br[C:26]1[CH:27]=[C:28]([CH:31]=[CH:32][CH:33]=1)[CH:29]=[O:30].[F-].[K+]. The catalyst is CCOCC.C1COCC1.Cl[Pd](Cl)([P](C1C=CC=CC=1)(C1C=CC=CC=1)C1C=CC=CC=1)[P](C1C=CC=CC=1)(C1C=CC=CC=1)C1C=CC=CC=1.C(OCC)(=O)C.O1CCOCC1. The product is [CH3:1][N:2]1[CH:6]=[CH:5][CH:4]=[C:3]1[C:26]1[CH:27]=[C:28]([CH:31]=[CH:32][CH:33]=1)[CH:29]=[O:30]. The yield is 0.240. (4) The reactants are [Mg].CN(CCN(C)C)C.Br[C:11]1[CH:16]=[CH:15][CH:14]=[CH:13][C:12]=1[C:17]([F:20])([F:19])[F:18].Br[CH:22]1[CH2:26][CH2:25][CH2:24][CH2:23]1. The catalyst is C1COCC1.CCCCCC. The product is [CH:22]1([C:11]2[CH:16]=[CH:15][CH:14]=[CH:13][C:12]=2[C:17]([F:20])([F:19])[F:18])[CH2:26][CH2:25][CH2:24][CH2:23]1. The yield is 0.580. (5) The product is [N:5]1([CH2:4][C:3]([OH:10])=[O:2])[CH:9]=[CH:8][N:7]=[CH:6]1. The yield is 0.970. The catalyst is O. The reactants are C[O:2][C:3](=[O:10])[CH2:4][N:5]1[CH:9]=[CH:8][N:7]=[CH:6]1. (6) The reactants are [OH:1][C:2]1([CH2:15][N:16]2[C:21](=[O:22])[C:20]3=[CH:23][CH:24]=[CH:25][N:19]3[N:18]=[CH:17]2)[CH2:7][CH2:6][N:5](C(OC(C)(C)C)=O)[CH2:4][CH2:3]1.[F:26][C:27]([F:32])([F:31])[C:28]([OH:30])=[O:29]. The catalyst is ClCCl. The product is [F:26][C:27]([F:32])([F:31])[C:28]([OH:30])=[O:29].[OH:1][C:2]1([CH2:15][N:16]2[C:21](=[O:22])[C:20]3=[CH:23][CH:24]=[CH:25][N:19]3[N:18]=[CH:17]2)[CH2:3][CH2:4][NH:5][CH2:6][CH2:7]1. The yield is 0.810. (7) The reactants are [OH-].[Na+].O.NN.[Br:6][C:7]1[CH:8]=[CH:9][C:10]([OH:16])=[C:11]([C:13](=O)[CH3:14])[CH:12]=1. The catalyst is C(O)COCCOCCO. The product is [Br:6][C:7]1[CH:8]=[CH:9][C:10]([OH:16])=[C:11]([CH2:13][CH3:14])[CH:12]=1. The yield is 0.900. (8) The reactants are [Cl-].O[NH3+:3].[C:4](=[O:7])([O-])[OH:5].[Na+].CS(C)=O.[CH2:13]([C:20]1[C:25](=[O:26])[N:24]([CH2:27][C:28]2[CH:33]=[CH:32][C:31]([C:34]3[C:35]([C:40]#[N:41])=[CH:36][CH:37]=[CH:38][CH:39]=3)=[CH:30][CH:29]=2)[C:23]([CH2:42][CH2:43][CH3:44])=[N:22][C:21]=1[CH3:45])[C:14]1[CH:19]=[CH:18][CH:17]=[CH:16][CH:15]=1. The catalyst is O.C(OCC)(=O)C. The product is [CH2:13]([C:20]1[C:25](=[O:26])[N:24]([CH2:27][C:28]2[CH:33]=[CH:32][C:31]([C:34]3[CH:39]=[CH:38][CH:37]=[CH:36][C:35]=3[C:40]3[NH:3][C:4](=[O:7])[O:5][N:41]=3)=[CH:30][CH:29]=2)[C:23]([CH2:42][CH2:43][CH3:44])=[N:22][C:21]=1[CH3:45])[C:14]1[CH:15]=[CH:16][CH:17]=[CH:18][CH:19]=1. The yield is 0.560.